This data is from Full USPTO retrosynthesis dataset with 1.9M reactions from patents (1976-2016). The task is: Predict the reactants needed to synthesize the given product. (1) The reactants are: C([O:8][C:9]1[N:14]=[C:13]([CH3:15])[C:12]([C:16]2[CH:17]=[CH:18][C:19]([CH2:24][N:25]3[CH2:30][CH2:29][O:28][CH2:27][CH2:26]3)=[C:20]([CH:23]=2)[C:21]#[N:22])=[CH:11][C:10]=1[CH2:31][CH3:32])C1C=CC=CC=1.C(O)C. Given the product [CH2:31]([C:10]1[C:9](=[O:8])[NH:14][C:13]([CH3:15])=[C:12]([C:16]2[CH:17]=[CH:18][C:19]([CH2:24][N:25]3[CH2:26][CH2:27][O:28][CH2:29][CH2:30]3)=[C:20]([CH:23]=2)[C:21]#[N:22])[CH:11]=1)[CH3:32], predict the reactants needed to synthesize it. (2) The reactants are: Br[C:2]1[N:10]2[C:5]([CH:6]=[N:7][C:8]([NH:11][C:12]3[CH:17]=[CH:16][C:15]([N:18]4[CH2:23][CH2:22][N:21]([CH3:24])[CH2:20][CH2:19]4)=[CH:14][CH:13]=3)=[N:9]2)=[CH:4][CH:3]=1.[OH:25][CH2:26][C:27]1[CH:32]=[CH:31][C:30](B(O)O)=[CH:29][CH:28]=1.C1(P(C2C=CC=CC=2)C2C=CC=CC=2)C=CC=CC=1.CN(C)C=O.O1CCOCC1.C(=O)([O-])[O-].[Na+].[Na+].O. Given the product [CH3:24][N:21]1[CH2:20][CH2:19][N:18]([C:15]2[CH:14]=[CH:13][C:12]([NH:11][C:8]3[N:7]=[CH:6][C:5]4=[CH:4][CH:3]=[C:2]([C:30]5[CH:31]=[CH:32][C:27]([CH2:26][OH:25])=[CH:28][CH:29]=5)[N:10]4[N:9]=3)=[CH:17][CH:16]=2)[CH2:23][CH2:22]1, predict the reactants needed to synthesize it. (3) Given the product [CH3:6][O:7][CH2:8][CH2:9][N:10]1[CH:14]=[CH:13][N:12]=[C:11]1[C:18](=[O:20])[CH3:19], predict the reactants needed to synthesize it. The reactants are: C([Li])CCC.[CH3:6][O:7][CH2:8][CH2:9][N:10]1[CH:14]=[CH:13][N:12]=[CH:11]1.CON(C)[C:18](=[O:20])[CH3:19]. (4) The reactants are: C(Cl)(=O)C(Cl)=O.[Br:7][C:8]1[CH:16]=[CH:15][C:14]([I:17])=[CH:13][C:9]=1[C:10](O)=[O:11].CN(C=O)C. Given the product [Br:7][C:8]1[CH:16]=[CH:15][C:14]([I:17])=[CH:13][C:9]=1[CH2:10][OH:11], predict the reactants needed to synthesize it. (5) Given the product [C:20]1([S:26]([N:1]2[CH2:7][CH2:6][CH:5]([NH:8][C:9](=[O:15])[O:10][C:11]([CH3:13])([CH3:14])[CH3:12])[CH2:4][C:3]3[CH:16]=[CH:17][CH:18]=[CH:19][C:2]2=3)(=[O:28])=[O:27])[CH:25]=[CH:24][CH:23]=[CH:22][CH:21]=1, predict the reactants needed to synthesize it. The reactants are: [NH:1]1[CH2:7][CH2:6][CH:5]([NH:8][C:9](=[O:15])[O:10][C:11]([CH3:14])([CH3:13])[CH3:12])[CH2:4][C:3]2[CH:16]=[CH:17][CH:18]=[CH:19][C:2]1=2.[C:20]1([S:26](Cl)(=[O:28])=[O:27])[CH:25]=[CH:24][CH:23]=[CH:22][CH:21]=1. (6) Given the product [F:1][C:2]1[N:7]=[C:6]([N:8]2[CH2:12][C:11]3([CH2:17][CH2:16][CH:15]([C:18]4[NH:42][C:39]5[CH:40]=[CH:41][C:36]([C:35]([F:34])([F:44])[F:45])=[CH:37][C:38]=5[N:43]=4)[CH2:14][CH2:13]3)[O:10][C:9]2=[O:20])[CH:5]=[CH:4][CH:3]=1, predict the reactants needed to synthesize it. The reactants are: [F:1][C:2]1[N:7]=[C:6]([N:8]2[CH2:12][C:11]3([CH2:17][CH2:16][CH:15]([CH:18]=O)[CH2:14][CH2:13]3)[O:10][C:9]2=[O:20])[CH:5]=[CH:4][CH:3]=1.FC(F)(F)OC1C=CC=C(N)C=1N.[F:34][C:35]([F:45])([F:44])[C:36]1[CH:37]=[C:38]([NH2:43])[C:39]([NH2:42])=[CH:40][CH:41]=1.